This data is from Full USPTO retrosynthesis dataset with 1.9M reactions from patents (1976-2016). The task is: Predict the reactants needed to synthesize the given product. (1) Given the product [CH:18]([C:16]1[N:17]=[C:13]([C:11]2[N:2]=[C:1]([OH:3])[C:4]3[C:9](=[C:8]([CH3:21])[C:7]([O:22][CH3:23])=[CH:6][CH:5]=3)[N:10]=2)[S:14][CH:15]=1)([CH3:20])[CH3:19], predict the reactants needed to synthesize it. The reactants are: [C:1]([C:4]1[C:9]([NH:10][C:11]([C:13]2[S:14][CH:15]=[C:16]([CH:18]([CH3:20])[CH3:19])[N:17]=2)=O)=[C:8]([CH3:21])[C:7]([O:22][CH3:23])=[CH:6][CH:5]=1)(=[O:3])[NH2:2].C(=O)([O-])[O-].[Na+].[Na+].C(O)(=O)CC(CC(O)=O)(C(O)=O)O. (2) Given the product [C:18]([C:8]1[CH:7]=[C:6]2[C:11]([N:2]([CH3:1])[CH:3]([CH3:20])[CH2:4][N:5]2[C:22]2[C:26]3[CH2:27][N:28]([C:31]([O:33][C:34]([CH3:36])([CH3:37])[CH3:35])=[O:32])[CH2:29][CH2:30][C:25]=3[N:24]([CH:38]3[CH2:39][CH2:40][O:41][CH2:42][CH2:43]3)[N:23]=2)=[CH:10][C:9]=1[C:12]1[CH:13]=[N:14][N:15]([CH3:17])[CH:16]=1)#[N:19], predict the reactants needed to synthesize it. The reactants are: [CH3:1][N:2]1[C:11]2[C:6](=[CH:7][C:8]([C:18]#[N:19])=[C:9]([C:12]3[CH:13]=[N:14][N:15]([CH3:17])[CH:16]=3)[CH:10]=2)[NH:5][CH2:4][CH:3]1[CH3:20].Br[C:22]1[C:26]2[CH2:27][N:28]([C:31]([O:33][C:34]([CH3:37])([CH3:36])[CH3:35])=[O:32])[CH2:29][CH2:30][C:25]=2[N:24]([CH:38]2[CH2:43][CH2:42][O:41][CH2:40][CH2:39]2)[N:23]=1.C(O[Na])(C)(C)C.C1(P(C2CCCCC2)C2C=CC=CC=2C2C(OC(C)C)=CC=CC=2OC(C)C)CCCCC1. (3) Given the product [CH3:1][O:2][C:3]([C@H:5]1[C@H:10]([C:11]2[CH:16]=[C:15]([F:17])[C:14]([F:18])=[CH:13][C:12]=2[F:19])[CH2:9][C:8](=[O:20])[N:7]([CH:27]([C:26]2[CH:37]=[CH:38][C:23]([O:22][CH3:21])=[CH:24][CH:25]=2)[C:28]2[CH:29]=[CH:30][C:31]([O:34][CH3:35])=[CH:32][CH:33]=2)[CH2:6]1)=[O:4], predict the reactants needed to synthesize it. The reactants are: [CH3:1][O:2][C:3]([C@H:5]1[C@H:10]([C:11]2[CH:16]=[C:15]([F:17])[C:14]([F:18])=[CH:13][C:12]=2[F:19])[CH2:9][C:8](=[O:20])[NH:7][CH2:6]1)=[O:4].[CH3:21][O:22][C:23]1[CH:38]=[CH:37][C:26]([CH:27](O)[C:28]2[CH:33]=[CH:32][C:31]([O:34][CH3:35])=[CH:30][CH:29]=2)=[CH:25][CH:24]=1.S(=O)(=O)(O)O. (4) Given the product [Cl:18][C:19]1[CH:24]=[CH:23][C:22]([CH:28]=[O:29])=[C:21]([C:2]2[CH:3]=[CH:4][C:5]([C:8]([NH:10][CH2:11][CH2:12][C:13]([O:15][CH2:16][CH3:17])=[O:14])=[O:9])=[N:6][CH:7]=2)[CH:20]=1, predict the reactants needed to synthesize it. The reactants are: Br[C:2]1[CH:3]=[CH:4][C:5]([C:8]([NH:10][CH2:11][CH2:12][C:13]([O:15][CH2:16][CH3:17])=[O:14])=[O:9])=[N:6][CH:7]=1.[Cl:18][C:19]1[CH:20]=[CH:21][C:22]([CH:28]=[O:29])=[C:23](B(O)O)[CH:24]=1.C([O-])([O-])=O.[K+].[K+]. (5) Given the product [Br:1][C:2]1[C:3](/[C:9](=[N:24]\[O:25][CH2:26][CH3:27])/[CH2:10][NH:11][C:12](=[O:23])[C:13]2[CH:18]=[CH:17][CH:16]=[CH:15][C:14]=2[C:19]([F:21])([F:20])[F:22])=[N:4][CH:5]=[C:6]([Br:8])[CH:7]=1, predict the reactants needed to synthesize it. The reactants are: [Br:1][C:2]1[C:3]([C:9](=[N:24][O:25][CH2:26][CH3:27])[CH2:10][NH:11][C:12](=[O:23])[C:13]2[CH:18]=[CH:17][CH:16]=[CH:15][C:14]=2[C:19]([F:22])([F:21])[F:20])=[N:4][CH:5]=[C:6]([Br:8])[CH:7]=1. (6) Given the product [Cl:13][CH2:9][C:7]1[CH:6]=[CH:5][N:4]=[C:3]([S:2][CH3:1])[N:8]=1, predict the reactants needed to synthesize it. The reactants are: [CH3:1][S:2][C:3]1[N:8]=[C:7]([CH2:9]O)[CH:6]=[CH:5][N:4]=1.S(Cl)([Cl:13])=O.CN(C)C=O. (7) The reactants are: [N:1]1[CH:6]=[C:5]([C:7]([O:9][CH3:10])=[O:8])[CH:4]=[N:3][C:2]=1[C:11]([O:13]C)=[O:12].[OH-].[Na+].Cl. Given the product [CH3:10][O:9][C:7]([C:5]1[CH:6]=[N:1][C:2]([C:11]([OH:13])=[O:12])=[N:3][CH:4]=1)=[O:8], predict the reactants needed to synthesize it.